From a dataset of Reaction yield outcomes from USPTO patents with 853,638 reactions. Predict the reaction yield, written as a fraction of the theoretical maximum amount of product (1.0 means a 100% yield; for example, 0.34 means a 34% yield). The reactants are COC1C=CC(P2(SP(C3C=CC(OC)=CC=3)(=S)S2)=[S:10])=CC=1.[CH2:23]([O:25][C:26]([C:28]1[C:29](O)=[N:30][C:31]2[C:36]([C:37]=1[CH3:38])=[CH:35][C:34]([F:39])=[C:33]([F:40])[CH:32]=2)=[O:27])[CH3:24].C([O-])([O-])=O.[K+].[K+].I[CH2:49][CH3:50]. The catalyst is O.CCCCCC.N1C=CC=CC=1.C1(C)C=CC=CC=1. The product is [CH2:23]([O:25][C:26]([C:28]1[C:29]([S:10][CH2:49][CH3:50])=[N:30][C:31]2[C:36]([C:37]=1[CH3:38])=[CH:35][C:34]([F:39])=[C:33]([F:40])[CH:32]=2)=[O:27])[CH3:24]. The yield is 0.470.